Dataset: Reaction yield outcomes from USPTO patents with 853,638 reactions. Task: Predict the reaction yield, written as a fraction of the theoretical maximum amount of product (1.0 means a 100% yield; for example, 0.34 means a 34% yield). The reactants are Cl[C:2]1[N:10]=[CH:9][N:8]=[C:7]2[C:3]=1[N:4]=[CH:5][NH:6]2.[C:11]([O:15][C:16]([NH:18][C:19]1([C:25]([O:27][CH3:28])=[O:26])[CH2:24][CH2:23][NH:22][CH2:21][CH2:20]1)=[O:17])([CH3:14])([CH3:13])[CH3:12].C(N(CC)CC)C. The catalyst is C(O)C. The product is [C:11]([O:15][C:16]([NH:18][C:19]1([C:25]([O:27][CH3:28])=[O:26])[CH2:24][CH2:23][N:22]([C:2]2[N:10]=[CH:9][N:8]=[C:7]3[C:3]=2[N:4]=[CH:5][NH:6]3)[CH2:21][CH2:20]1)=[O:17])([CH3:14])([CH3:13])[CH3:12]. The yield is 0.820.